From a dataset of Peptide-MHC class II binding affinity with 134,281 pairs from IEDB. Regression. Given a peptide amino acid sequence and an MHC pseudo amino acid sequence, predict their binding affinity value. This is MHC class II binding data. The peptide sequence is RELQIVDKIDAAFKI. The MHC is DRB1_0404 with pseudo-sequence DRB1_0404. The binding affinity (normalized) is 0.548.